This data is from Reaction yield outcomes from USPTO patents with 853,638 reactions. The task is: Predict the reaction yield, written as a fraction of the theoretical maximum amount of product (1.0 means a 100% yield; for example, 0.34 means a 34% yield). The reactants are I[C:2]1[C:6]2[C:7]([O:11][CH:12]3[CH2:17][CH2:16][O:15][CH2:14][CH2:13]3)=[N:8][CH:9]=[CH:10][C:5]=2[N:4](C(C2C=CC=CC=2)(C2C=CC=CC=2)C2C=CC=CC=2)[N:3]=1.[N:37]1[C:46]2[C:41](=[C:42](B(O)O)[CH:43]=[CH:44][CH:45]=2)[CH:40]=[CH:39][CH:38]=1.C(=O)([O-])[O-].[Na+].[Na+].C(#N)C.C([SiH](CC)CC)C.FC(F)(F)C(O)=O. No catalyst specified. The product is [O:15]1[CH2:16][CH2:17][CH:12]([O:11][C:7]2[C:6]3[C:2]([C:42]4[CH:43]=[CH:44][CH:45]=[C:46]5[C:41]=4[CH:40]=[CH:39][CH:38]=[N:37]5)=[N:3][NH:4][C:5]=3[CH:10]=[CH:9][N:8]=2)[CH2:13][CH2:14]1. The yield is 0.430.